Regression/Classification. Given a drug SMILES string, predict its absorption, distribution, metabolism, or excretion properties. Task type varies by dataset: regression for continuous measurements (e.g., permeability, clearance, half-life) or binary classification for categorical outcomes (e.g., BBB penetration, CYP inhibition). Dataset: cyp2c9_veith. From a dataset of CYP2C9 inhibition data for predicting drug metabolism from PubChem BioAssay. (1) The drug is COc1ccc(CNc2nc3ccccc3n2Cc2ccccc2)cc1OC. The result is 1 (inhibitor). (2) The compound is CCN1CCN(S(=O)(=O)c2ccc(Cl)nc2)CC1. The result is 0 (non-inhibitor).